This data is from Reaction yield outcomes from USPTO patents with 853,638 reactions. The task is: Predict the reaction yield, written as a fraction of the theoretical maximum amount of product (1.0 means a 100% yield; for example, 0.34 means a 34% yield). (1) The reactants are C([NH:11][C@H:12]([C:14](O)=[O:15])[CH3:13])(OCC1C=CC=CC=1)=O.C1(P(C2C=CC=CC=2)C2C=CC=CC=2)C=CC=CC=1.ClC(Cl)(Cl)C(Cl)(Cl)Cl.[NH2:44][C@H:45]([C:51]([OH:53])=[O:52])[CH2:46][CH2:47][C:48](=[O:50])[NH2:49].[OH-].[Na+].Cl. The catalyst is O.C1(C)C=CC=CC=1. The product is [NH2:11][C@H:12]([C:14]([NH:44][C@H:45]([C:51]([OH:53])=[O:52])[CH2:46][CH2:47][C:48](=[O:50])[NH2:49])=[O:15])[CH3:13]. The yield is 0.480. (2) The reactants are [CH:1]1([C:4]([N:6]2[CH2:10][CH2:9][C@@H:8]([CH2:11][NH:12][C:13]3[C:14]([NH2:19])=[N:15][CH:16]=[CH:17][CH:18]=3)[CH2:7]2)=[O:5])[CH2:3][CH2:2]1.[OH:20][C:21]1[CH:22]=[C:23]([C:27]2[CH:32]=[CH:31][C:30]([CH:33]=O)=[CH:29][CH:28]=2)[CH:24]=[CH:25][CH:26]=1.O. The catalyst is CN1CCCC1=O. The product is [CH:1]1([C:4]([N:6]2[CH2:10][CH2:9][C@@H:8]([CH2:11][N:12]3[C:13]4[C:14](=[N:15][CH:16]=[CH:17][CH:18]=4)[N:19]=[C:33]3[C:30]3[CH:29]=[CH:28][C:27]([C:23]4[CH:24]=[CH:25][CH:26]=[C:21]([OH:20])[CH:22]=4)=[CH:32][CH:31]=3)[CH2:7]2)=[O:5])[CH2:3][CH2:2]1. The yield is 0.360. (3) The reactants are [CH3:1][C:2]1[S:3][C:4]([CH:7]=[CH:8][N+:9]([O-])=O)=[CH:5][CH:6]=1.[H-].[Al+3].[Li+].[H-].[H-].[H-].O.C(C(C(C([O-])=O)O)O)([O-])=O.[Na+].[K+]. The catalyst is C(OCC)C. The product is [CH3:1][C:2]1[S:3][C:4]([CH2:7][CH2:8][NH2:9])=[CH:5][CH:6]=1. The yield is 0.200. (4) The reactants are [CH3:1][C:2]1[N:6]=[C:5]([C:7]2[CH:12]=[CH:11][C:10]([NH:13][C:14]([NH2:16])=[S:15])=[CH:9][CH:8]=2)[S:4][N:3]=1.Br[CH:18]1[CH2:23][CH2:22][CH2:21][CH:20]([C:24]2[CH:29]=[CH:28][CH:27]=[CH:26][CH:25]=2)[C:19]1=O. The catalyst is C(O)C. The product is [CH3:1][C:2]1[N:6]=[C:5]([C:7]2[CH:8]=[CH:9][C:10]([NH:13][C:14]3[S:15][C:26]4[CH2:27][CH2:28][CH2:29][CH:24]([C:20]5[CH:21]=[CH:22][CH:23]=[CH:18][CH:19]=5)[C:25]=4[N:16]=3)=[CH:11][CH:12]=2)[S:4][N:3]=1. The yield is 0.100. (5) The reactants are [CH3:1][C:2]1[C:3]([C:37]([F:40])([F:39])[F:38])=[C:4]([CH:7]=[CH:8][C:9]=1[N:10]1[C@@H:14]([CH2:15][O:16]C(C2C=CC=CC=2)(C2C=CC=CC=2)C2C=CC=CC=2)[CH2:13][CH2:12][C:11]1=[O:36])[C:5]#[N:6]. The catalyst is O1CCOCC1.Cl.O. The product is [OH:16][CH2:15][C@H:14]1[CH2:13][CH2:12][C:11](=[O:36])[N:10]1[C:9]1[CH:8]=[CH:7][C:4]([C:5]#[N:6])=[C:3]([C:37]([F:40])([F:38])[F:39])[C:2]=1[CH3:1]. The yield is 0.790. (6) The reactants are Br[C:2]1[CH:3]=[C:4]([N:22]([CH2:29][CH3:30])[CH:23]2[CH2:28][CH2:27][O:26][CH2:25][CH2:24]2)[C:5]([CH3:21])=[C:6]([CH:20]=1)[C:7]([NH:9][CH2:10][C:11]1[C:12](=[O:19])[NH:13][C:14]([CH3:18])=[CH:15][C:16]=1[CH3:17])=[O:8].[O:31]1[CH2:36][CH2:35][N:34]([C:37]([C:39]2[CH:44]=[CH:43][C:42](B3OC(C)(C)C(C)(C)O3)=[CH:41][CH:40]=2)=[O:38])[CH2:33][CH2:32]1.C([O-])([O-])=O.[Na+].[Na+]. The catalyst is O1CCOCC1.O.C1C=CC([P]([Pd]([P](C2C=CC=CC=2)(C2C=CC=CC=2)C2C=CC=CC=2)([P](C2C=CC=CC=2)(C2C=CC=CC=2)C2C=CC=CC=2)[P](C2C=CC=CC=2)(C2C=CC=CC=2)C2C=CC=CC=2)(C2C=CC=CC=2)C2C=CC=CC=2)=CC=1. The product is [CH3:17][C:16]1[CH:15]=[C:14]([CH3:18])[NH:13][C:12](=[O:19])[C:11]=1[CH2:10][NH:9][C:7]([C:6]1[CH:20]=[C:2]([C:42]2[CH:41]=[CH:40][C:39]([C:37]([N:34]3[CH2:35][CH2:36][O:31][CH2:32][CH2:33]3)=[O:38])=[CH:44][CH:43]=2)[CH:3]=[C:4]([N:22]([CH2:29][CH3:30])[CH:23]2[CH2:28][CH2:27][O:26][CH2:25][CH2:24]2)[C:5]=1[CH3:21])=[O:8]. The yield is 0.680. (7) The reactants are [CH3:1][C:2]1[CH:11]=[CH:10][C:9]2[C:4](=[CH:5][CH:6]=[CH:7][C:8]=2[N:12]2[CH2:17][CH2:16][N:15]([CH2:18][CH2:19][C:20]3[CH:21]=[C:22]([CH:24]=[CH:25][CH:26]=3)[NH2:23])[CH2:14][CH2:13]2)[N:3]=1.[O:27]=[C:28]1[NH:32][CH:31]([C:33](O)=[O:34])[CH2:30][NH:29]1. No catalyst specified. The product is [CH3:1][C:2]1[CH:11]=[CH:10][C:9]2[C:4](=[CH:5][CH:6]=[CH:7][C:8]=2[N:12]2[CH2:13][CH2:14][N:15]([CH2:18][CH2:19][C:20]3[CH:21]=[C:22]([NH:23][C:33]([CH:31]4[CH2:30][NH:29][C:28](=[O:27])[NH:32]4)=[O:34])[CH:24]=[CH:25][CH:26]=3)[CH2:16][CH2:17]2)[N:3]=1. The yield is 0.510. (8) The reactants are C[C:2]1[N:10]=[C:9]([Cl:11])[CH:8]=[CH:7][C:3]=1[C:4](N)=[O:5].[CH2:12]([Mg]Br)[CH3:13].O. The catalyst is C(OCC)C.CC(C)[O-].CC(C)[O-].CC(C)[O-].CC(C)[O-].[Ti+4]. The product is [Cl:11][C:9]1[N:10]=[CH:2][C:3]([C:4]2([OH:5])[CH2:13][CH2:12]2)=[CH:7][CH:8]=1. The yield is 0.290. (9) The reactants are [CH2:1]([N:5]1[C:13]([N:14]2[CH2:19][CH2:18][NH:17][CH2:16][CH2:15]2)=[N:12][C:11]2[C:6]1=[N:7][C:8]([C:27]1[CH:28]=[N:29][C:30]([NH2:33])=[N:31][CH:32]=1)=[N:9][C:10]=2[N:20]1[CH2:25][CH2:24][O:23][CH2:22][C@@H:21]1[CH3:26])[CH:2]([CH3:4])[CH3:3].[OH:34][CH2:35][C:36](O)=[O:37].ON1C2C=CC=CC=2N=N1.Cl.C(N=C=NCCCN(C)C)C.C(N(CC)CC)C.C(=O)([O-])O.[Na+]. The product is [NH2:33][C:30]1[N:31]=[CH:32][C:27]([C:8]2[N:7]=[C:6]3[C:11]([N:12]=[C:13]([N:14]4[CH2:19][CH2:18][N:17]([C:35](=[O:34])[CH2:36][OH:37])[CH2:16][CH2:15]4)[N:5]3[CH2:1][CH:2]([CH3:4])[CH3:3])=[C:10]([N:20]3[CH2:25][CH2:24][O:23][CH2:22][C@@H:21]3[CH3:26])[N:9]=2)=[CH:28][N:29]=1. The catalyst is CCOCC.C(Cl)(Cl)Cl.C(Cl)Cl. The yield is 0.770. (10) The reactants are Br[C:2]1[CH:3]=[CH:4][C:5]2[O:11][CH2:10][CH2:9][N:8]3[CH:12]=[C:13]([C:15]4[N:19]([CH:20]([CH3:22])[CH3:21])[N:18]=[C:17]([NH2:23])[N:16]=4)[N:14]=[C:7]3[C:6]=2[CH:24]=1.[N:25]1[CH:30]=[C:29](B(O)O)[CH:28]=[N:27][CH:26]=1.C([O-])([O-])=O.[Cs+].[Cs+].O. The catalyst is O1CCOCC1.C1C=CC(P(C2C=CC=CC=2)[C-]2C=CC=C2)=CC=1.C1C=CC(P(C2C=CC=CC=2)[C-]2C=CC=C2)=CC=1.Cl[Pd]Cl.[Fe+2]. The product is [CH:20]([N:19]1[C:15]([C:13]2[N:14]=[C:7]3[C:6]4[CH:24]=[C:2]([C:29]5[CH:30]=[N:25][CH:26]=[N:27][CH:28]=5)[CH:3]=[CH:4][C:5]=4[O:11][CH2:10][CH2:9][N:8]3[CH:12]=2)=[N:16][C:17]([NH2:23])=[N:18]1)([CH3:22])[CH3:21]. The yield is 0.169.